This data is from Full USPTO retrosynthesis dataset with 1.9M reactions from patents (1976-2016). The task is: Predict the reactants needed to synthesize the given product. Given the product [CH2:27]([N:17]1[CH2:18][CH2:19][C:14]2[C:13]([C:20]([F:23])([F:22])[F:21])=[N:12][N:11]([CH2:10][C:9]([NH:8][C:6]3[CH:7]=[C:2]([Cl:1])[CH:3]=[CH:4][C:5]=3[O:25][CH3:26])=[O:24])[C:15]=2[CH2:16]1)[C:28]1[CH:33]=[CH:32][CH:31]=[CH:30][CH:29]=1, predict the reactants needed to synthesize it. The reactants are: [Cl:1][C:2]1[CH:3]=[CH:4][C:5]([O:25][CH3:26])=[C:6]([NH:8][C:9](=[O:24])[CH2:10][N:11]2[C:15]3[CH2:16][NH:17][CH2:18][CH2:19][C:14]=3[C:13]([C:20]([F:23])([F:22])[F:21])=[N:12]2)[CH:7]=1.[CH:27](=O)[C:28]1[CH:33]=[CH:32][CH:31]=[CH:30][CH:29]=1.C([BH3-])#N.[Na+].